From a dataset of Reaction yield outcomes from USPTO patents with 853,638 reactions. Predict the reaction yield, written as a fraction of the theoretical maximum amount of product (1.0 means a 100% yield; for example, 0.34 means a 34% yield). (1) The catalyst is O1CCCC1.CO. The yield is 0.580. The reactants are [C:1]([O:11][CH:12]([CH3:14])[CH3:13])(=[O:10])/[CH:2]=[CH:3]/[C:4]([O:6][CH:7]([CH3:9])[CH3:8])=[O:5].[C:15]([O:25][CH2:26][CH3:27])(=[O:24])[CH:16]=[CH:17][C:18]1[CH:23]=[CH:22][CH:21]=[CH:20][CH:19]=1.[C:28]([OH:32])(=[O:31])[CH:29]=[CH2:30].NC(OCC)=O.C([O-])(=O)C=C.C(OOOC(C)(C)C)(=O)C(C)(C)C. The product is [C:4]([O:6][CH:7]([CH3:9])[CH3:8])(=[O:5])/[CH:3]=[CH:2]/[C:1]([O:11][CH:12]([CH3:14])[CH3:13])=[O:10].[C:15]([O:25][CH2:26][CH3:27])(=[O:24])[CH:16]=[CH:17][C:18]1[CH:19]=[CH:20][CH:21]=[CH:22][CH:23]=1.[C:28]([O-:32])(=[O:31])[CH:29]=[CH2:30]. (2) The reactants are [O:1]=[C:2]([CH3:9])[CH2:3][C:4]([O:6][CH2:7][CH3:8])=[O:5].Br[CH2:11][CH2:12]Br.C(=O)([O-])[O-].[K+].[K+]. The catalyst is CN(C=O)C.O. The product is [C:2]([C:3]1([C:4]([O:6][CH2:7][CH3:8])=[O:5])[CH2:12][CH2:11]1)(=[O:1])[CH3:9]. The yield is 0.520. (3) The reactants are [F:1][C:2]1[CH:7]=[C:6]([F:8])[CH:5]=[CH:4][C:3]=1[C:9]#[C:10][C:11]1[N:16]=[C:15]([NH2:17])[C:14]([N+:18]([O-:20])=[O:19])=[CH:13][CH:12]=1.P([O-])(O)(O)=O.[Na+].P([O-])([O-])(O)=O.[Na+].[Na+].[Mn]([O-])(=O)(=O)=O.[K+].[OH2:40].[OH2:41].O.O.O.S([O-])([O-])(=O)=S.[Na+].[Na+]. The catalyst is O.CC(C)=O. The product is [NH2:17][C:15]1[N:16]=[C:11]([C:10](=[O:41])[C:9]([C:3]2[CH:4]=[CH:5][C:6]([F:8])=[CH:7][C:2]=2[F:1])=[O:40])[CH:12]=[CH:13][C:14]=1[N+:18]([O-:20])=[O:19]. The yield is 0.750. (4) The reactants are [OH:1][CH:2]([CH3:16])[CH2:3][O:4][CH:5]1[CH2:8][N:7]([C:9]([O:11][C:12]([CH3:15])([CH3:14])[CH3:13])=[O:10])[CH2:6]1.[S:17](Cl)([C:20]1[CH:26]=[CH:25][C:23]([CH3:24])=[CH:22][CH:21]=1)(=[O:19])=[O:18]. The catalyst is CN(C1C=CN=CC=1)C.C(Cl)Cl. The product is [S:17]([O:1][CH:2]([CH3:16])[CH2:3][O:4][CH:5]1[CH2:8][N:7]([C:9]([O:11][C:12]([CH3:15])([CH3:14])[CH3:13])=[O:10])[CH2:6]1)([C:20]1[CH:26]=[CH:25][C:23]([CH3:24])=[CH:22][CH:21]=1)(=[O:19])=[O:18]. The yield is 0.600. (5) The reactants are Br[C:2]1[CH:7]=[C:6]([CH:8]([F:10])[F:9])[CH:5]=[CH:4][C:3]=1[F:11].[B:12]1([B:12]2[O:16][C:15]([CH3:18])([CH3:17])[C:14]([CH3:20])([CH3:19])[O:13]2)[O:16][C:15]([CH3:18])([CH3:17])[C:14]([CH3:20])([CH3:19])[O:13]1.C([O-])(=O)C.[K+]. The catalyst is O1CCOCC1.C1C=CC(P(C2C=CC=CC=2)[C-]2C=CC=C2)=CC=1.C1C=CC(P(C2C=CC=CC=2)[C-]2C=CC=C2)=CC=1.Cl[Pd]Cl.[Fe+2]. The product is [F:9][CH:8]([F:10])[C:6]1[CH:5]=[CH:4][C:3]([F:11])=[C:2]([B:12]2[O:16][C:15]([CH3:18])([CH3:17])[C:14]([CH3:20])([CH3:19])[O:13]2)[CH:7]=1. The yield is 0.650. (6) The reactants are [CH3:1][O:2][CH2:3][CH2:4][NH2:5].[C:6]([N:14]=[C:15]=[S:16])(=[O:13])[C:7]1[CH:12]=[CH:11][CH:10]=[CH:9][CH:8]=1. The catalyst is C(Cl)Cl. The product is [CH3:1][O:2][CH2:3][CH2:4][NH:5][C:15]([NH:14][C:6](=[O:13])[C:7]1[CH:8]=[CH:9][CH:10]=[CH:11][CH:12]=1)=[S:16]. The yield is 0.960. (7) The reactants are Br[C:2]1[CH:7]=[CH:6][C:5]([C:8]2[N:12]3[CH:13]=[C:14]([C:17]4[N:24]5[C:20]([O:21][CH:22]=[CH:23]5)=[N:19][C:18]=4[C:25]4[CH:30]=[CH:29][C:28]([F:31])=[CH:27][CH:26]=4)[CH:15]=[CH:16][C:11]3=[N:10][N:9]=2)=[C:4]([F:32])[CH:3]=1.[NH2:33][CH2:34][C:35]([CH3:39])([CH3:38])[CH2:36][OH:37].CN([CH:43]=[O:44])C. The catalyst is Cl[Pd](Cl)([P](C1C=CC=CC=1)(C1C=CC=CC=1)C1C=CC=CC=1)[P](C1C=CC=CC=1)(C1C=CC=CC=1)C1C=CC=CC=1. The product is [F:32][C:4]1[CH:3]=[C:2]([CH:7]=[CH:6][C:5]=1[C:8]1[N:12]2[CH:13]=[C:14]([C:17]3[N:24]4[C:20]([O:21][CH:22]=[CH:23]4)=[N:19][C:18]=3[C:25]3[CH:30]=[CH:29][C:28]([F:31])=[CH:27][CH:26]=3)[CH:15]=[CH:16][C:11]2=[N:10][N:9]=1)[C:43]([NH:33][CH2:34][C:35]([CH3:39])([CH3:38])[CH2:36][OH:37])=[O:44]. The yield is 0.850. (8) The reactants are [CH2:1](Br)[C:2]1[CH:7]=[CH:6][CH:5]=[CH:4][CH:3]=1.[Br:9][C:10]1[CH:15]=[C:14]([O:16][CH2:17][CH2:18][CH2:19][CH2:20][CH2:21][CH2:22][CH2:23][CH2:24][CH2:25][CH2:26][CH2:27][CH3:28])[C:13]([Br:29])=[CH:12][C:11]=1[OH:30].C([O-])([O-])=O.[K+].[K+]. The catalyst is C(O)C. The product is [Br:9][C:10]1[CH:15]=[C:14]([O:16][CH2:17][CH2:18][CH2:19][CH2:20][CH2:21][CH2:22][CH2:23][CH2:24][CH2:25][CH2:26][CH2:27][CH3:28])[C:13]([Br:29])=[CH:12][C:11]=1[O:30][CH2:1][C:2]1[CH:7]=[CH:6][CH:5]=[CH:4][CH:3]=1. The yield is 0.800. (9) The reactants are [F:1][C:2]1[C:3]([NH:9][CH2:10][C:11]2[CH:16]=[CH:15][CH:14]=[CH:13][C:12]=2[F:17])=[N:4][C:5]([OH:8])=[N:6][CH:7]=1.Cl[CH2:19][O:20][CH2:21][CH3:22]. The catalyst is CC#N. The product is [CH2:21]([O:20][CH2:19][N:6]1[CH:7]=[C:2]([F:1])[C:3]([NH:9][CH2:10][C:11]2[CH:16]=[CH:15][CH:14]=[CH:13][C:12]=2[F:17])=[N:4][C:5]1=[O:8])[CH3:22]. The yield is 0.890. (10) The reactants are [Cl:1][C:2]1[CH:3]=[CH:4][C:5]([OH:12])=[C:6]([NH:8][C:9](=[O:11])[CH3:10])[CH:7]=1.Cl[CH2:14][C:15]([N:17]1[CH:22]2[CH2:23][N:24]([CH2:26][C:27]3[CH:32]=[CH:31][C:30]([F:33])=[CH:29][CH:28]=3)[CH2:25][CH:18]1[CH2:19][O:20][CH2:21]2)=[O:16].[OH-].[Na+]. The catalyst is C1COCC1. The product is [Cl:1][C:2]1[CH:3]=[CH:4][C:5]([O:12][CH2:14][C:15]([N:17]2[CH:18]3[CH2:25][N:24]([CH2:26][C:27]4[CH:32]=[CH:31][C:30]([F:33])=[CH:29][CH:28]=4)[CH2:23][CH:22]2[CH2:21][O:20][CH2:19]3)=[O:16])=[C:6]([NH:8][C:9](=[O:11])[CH3:10])[CH:7]=1. The yield is 0.700.